This data is from Reaction yield outcomes from USPTO patents with 853,638 reactions. The task is: Predict the reaction yield, written as a fraction of the theoretical maximum amount of product (1.0 means a 100% yield; for example, 0.34 means a 34% yield). (1) The reactants are [Br:1][C:2]1[CH:3]=[C:4]([OH:9])[C:5]([I:8])=[N:6][CH:7]=1.[CH2:10]([OH:17])[C:11]1[CH:16]=[CH:15][CH:14]=[CH:13][CH:12]=1.C1(P(C2C=CC=CC=2)C2C=CC=CC=2)C=CC=CC=1.N(C(OC(C)C)=O)=NC(OC(C)C)=O. The catalyst is C1COCC1.CCCCCCC. The product is [CH3:11][CH2:10][O:17][C:4]([CH3:5])=[O:9].[CH2:10]([O:9][C:4]1[C:5]([I:8])=[N:6][CH:7]=[C:2]([Br:1])[CH:3]=1)[C:11]1[CH:16]=[CH:15][CH:14]=[CH:13][CH:12]=1. The yield is 0.920. (2) The reactants are CC1(C)COB([C:8]2[CH:18]=[CH:17][C:11]([O:12][CH2:13][CH2:14][CH2:15][OH:16])=[CH:10][CH:9]=2)OC1.Br[C:21]1[CH:22]=[C:23]2[C:27](=[CH:28][C:29]=1[Cl:30])[NH:26][CH:25]=[C:24]2[CH:31]=[O:32].C1(C)C=CC=CC=1.C(=O)([O-])[O-].[K+].[K+]. The catalyst is C(O)C.C1C=CC(P(C2C=CC=CC=2)[C-]2C=CC=C2)=CC=1.C1C=CC(P(C2C=CC=CC=2)[C-]2C=CC=C2)=CC=1.Cl[Pd]Cl.[Fe+2]. The product is [Cl:30][C:29]1[CH:28]=[C:27]2[C:23]([C:24]([CH:31]=[O:32])=[CH:25][NH:26]2)=[CH:22][C:21]=1[C:8]1[CH:9]=[CH:10][C:11]([O:12][CH2:13][CH2:14][CH2:15][OH:16])=[CH:17][CH:18]=1. The yield is 0.430.